This data is from Forward reaction prediction with 1.9M reactions from USPTO patents (1976-2016). The task is: Predict the product of the given reaction. (1) Given the reactants [OH:1][C@H:2]1[C@@H:7]2[O:8][C:9]([CH3:13])([CH3:12])[O:10][CH2:11][C@H:6]2[O:5][C@@H:4]2[CH:14]([C:15]([O:17][CH2:18][CH3:19])=[O:16])[C@H:3]12.[H-].[Na+].[S:22](Cl)(=[O:25])(=[O:24])[NH2:23], predict the reaction product. The product is: [CH3:12][C:9]1([CH3:13])[O:8][C@H:7]2[C@H:2]([O:1][S:22](=[O:25])(=[O:24])[NH2:23])[C@H:3]3[CH:14]([C:15]([O:17][CH2:18][CH3:19])=[O:16])[C@H:4]3[O:5][C@@H:6]2[CH2:11][O:10]1. (2) Given the reactants [CH3:1][C@@:2]1([OH:20])[C@H:6]([OH:7])[C@@H:5]([CH2:8][OH:9])[O:4][C@H:3]1[N:10]1[C:19]2[N:18]=[CH:17][N:16]=[C:14]([NH2:15])[C:13]=2N=[CH:11]1.[C:21]1(C)[CH:26]=CC(S(O)(=O)=O)=C[CH:22]=1.[CH3:32]OC(OC)(C)C, predict the reaction product. The product is: [NH2:15][C:14]1[C:13]2[CH:32]=[CH:11][N:10]([C@H:3]3[C@:2]4([CH3:1])[O:20][C:21]([CH3:26])([CH3:22])[O:7][C@@H:6]4[C@@H:5]([CH2:8][OH:9])[O:4]3)[C:19]=2[N:18]=[CH:17][N:16]=1. (3) Given the reactants CCN(C(C)C)C(C)C.[CH2:10]([C:17]1[N:22]([CH3:23])[C:21](=[O:24])[C:20]([C:25]2[CH:30]=[CH:29][C:28]([OH:31])=[C:27]([F:32])[CH:26]=2)=[CH:19][N:18]=1)[C:11]1[CH:16]=[CH:15][CH:14]=[CH:13][CH:12]=1.C1(N([S:40]([C:43]([F:46])([F:45])[F:44])(=[O:42])=[O:41])[S:40]([C:43]([F:46])([F:45])[F:44])(=[O:42])=[O:41])C=CC=CC=1, predict the reaction product. The product is: [F:44][C:43]([F:46])([F:45])[S:40]([O:31][C:28]1[CH:29]=[CH:30][C:25]([C:20]2[C:21](=[O:24])[N:22]([CH3:23])[C:17]([CH2:10][C:11]3[CH:16]=[CH:15][CH:14]=[CH:13][CH:12]=3)=[N:18][CH:19]=2)=[CH:26][C:27]=1[F:32])(=[O:42])=[O:41]. (4) Given the reactants [NH2:1][CH:2]([CH3:13])[CH:3]([OH:12])[CH2:4][O:5][C:6]1[CH:11]=[CH:10][CH:9]=[CH:8][CH:7]=1.[F:14][C:15]1[CH:20]=[CH:19][C:18]([N:21]2[C:29]3[C:24](=[CH:25][C:26](I)=[CH:27][CH:28]=3)[CH:23]=[N:22]2)=[CH:17][CH:16]=1, predict the reaction product. The product is: [F:14][C:15]1[CH:16]=[CH:17][C:18]([N:21]2[C:29]3[C:24](=[CH:25][C:26]([O:12][CH:3]([CH2:4][O:5][C:6]4[CH:7]=[CH:8][CH:9]=[CH:10][CH:11]=4)[CH:2]([NH2:1])[CH3:13])=[CH:27][CH:28]=3)[CH:23]=[N:22]2)=[CH:19][CH:20]=1.